Dataset: Full USPTO retrosynthesis dataset with 1.9M reactions from patents (1976-2016). Task: Predict the reactants needed to synthesize the given product. (1) Given the product [O:9]1[C:13]2[CH:14]=[CH:15][C:16]([C:18]3([C:21]([NH:23][C:24]4[CH:25]=[C:26]5[C:30](=[CH:31][CH:32]=4)[NH:29][CH:28]=[C:27]5[Br:1])=[O:22])[CH2:20][CH2:19]3)=[CH:17][C:12]=2[O:11][CH2:10]1, predict the reactants needed to synthesize it. The reactants are: [Br:1]N1C(=O)CCC1=O.[O:9]1[C:13]2[CH:14]=[CH:15][C:16]([C:18]3([C:21]([NH:23][C:24]4[CH:25]=[C:26]5[C:30](=[CH:31][CH:32]=4)[NH:29][CH:28]=[CH:27]5)=[O:22])[CH2:20][CH2:19]3)=[CH:17][C:12]=2[O:11][CH2:10]1.O. (2) Given the product [NH2:49][C:35]1[CH:36]=[C:37]([C:40]2[CH:45]=[CH:44][C:43]([F:46])=[C:42]([C:47]#[N:48])[CH:41]=2)[CH:38]=[CH:39][C:34]=1[NH2:33], predict the reactants needed to synthesize it. The reactants are: NC1C=CC(S(NC2C=C(C=CC=2NS(C2C=CC(N)=CC=2)(=O)=O)C(OC)=O)(=O)=O)=CC=1.[NH2:33][C:34]1[CH:39]=[CH:38][C:37]([C:40]2[CH:45]=[CH:44][C:43]([F:46])=[C:42]([C:47]#[N:48])[CH:41]=2)=[CH:36][C:35]=1[N+:49]([O-])=O.